Task: Regression/Classification. Given a drug SMILES string, predict its absorption, distribution, metabolism, or excretion properties. Task type varies by dataset: regression for continuous measurements (e.g., permeability, clearance, half-life) or binary classification for categorical outcomes (e.g., BBB penetration, CYP inhibition). Dataset: cyp1a2_veith.. Dataset: CYP1A2 inhibition data for predicting drug metabolism from PubChem BioAssay (1) The molecule is O=S(O)O.O=S(O)O.[Co].[NH2-].[NH2-].[NH2-].[NH2-]. The result is 0 (non-inhibitor). (2) The drug is Cc1cc(C(=O)CSC(=S)SC(C)(C)C)ccc1Cl. The result is 1 (inhibitor). (3) The molecule is CCCCCCCCCCCC(=O)NC(C(=O)OCC)C(O)c1cccc([N+](=O)[O-])c1. The result is 0 (non-inhibitor). (4) The drug is O=C(O)CCSCc1ccc(I)cc1. The result is 0 (non-inhibitor). (5) The result is 1 (inhibitor). The compound is COc1ccccc1-c1nc(N(C)C)c2ccccc2n1. (6) The drug is COc1cccc(-c2cncnc2Nc2ccc(F)cc2)c1. The result is 1 (inhibitor). (7) The drug is Cc1cc(CNC(=O)[C@H]2C[C@@H]2[C@H](NP(=O)(c2ccccc2)c2ccccc2)c2ccccc2)nn1C. The result is 0 (non-inhibitor). (8) The compound is O=S(=O)(c1cc(-c2nc3ccccc3s2)ccc1Cl)N1CCOCC1. The result is 1 (inhibitor). (9) The drug is Nc1nc2cc(Cl)ccc2o1. The result is 1 (inhibitor).